From a dataset of Full USPTO retrosynthesis dataset with 1.9M reactions from patents (1976-2016). Predict the reactants needed to synthesize the given product. (1) Given the product [C:1]([O:5][C:6](=[O:26])[CH2:7][O:8][C@H:9]1[CH2:25][O:24][C:12]2=[CH:13][CH:14]=[C:15]3[C:19]([N:18]([CH2:20][C@@H:21]([N:43]=[N+:44]=[N-:45])[CH3:22])[N:17]=[CH:16]3)=[C:11]2[CH2:10]1)([CH3:2])([CH3:4])[CH3:3], predict the reactants needed to synthesize it. The reactants are: [C:1]([O:5][C:6](=[O:26])[CH2:7][O:8][C@H:9]1[CH2:25][O:24][C:12]2=[CH:13][CH:14]=[C:15]3[C:19]([N:18]([CH2:20][C@H:21](O)[CH3:22])[N:17]=[CH:16]3)=[C:11]2[CH2:10]1)([CH3:4])([CH3:3])[CH3:2].C(N(CC)CC)C.CS(OS(C)(=O)=O)(=O)=O.[N-:43]=[N+:44]=[N-:45].[Na+]. (2) Given the product [CH3:26][O:25][C:6](=[O:31])[C@@H:7]([NH2:8])[CH2:12][CH2:13][CH:14]([C:19]1[CH:24]=[CH:23][CH:22]=[CH:21][CH:20]=1)[C:15]([F:18])([F:17])[F:16], predict the reactants needed to synthesize it. The reactants are: C([C@@H]1C(OC)=[N:8][C@@H:7]([CH2:12][CH2:13][CH:14]([C:19]2[CH:24]=[CH:23][CH:22]=[CH:21][CH:20]=2)[C:15]([F:18])([F:17])[F:16])[C:6]([O:25][CH3:26])=N1)(C)C.O.FC(F)(F)C(O)=[O:31].[Cl-].[NH4+]. (3) Given the product [CH3:1][C:2]1[CH:7]=[C:6]([N:8]2[CH2:12][CH2:11][CH:10]([CH2:13][N:14]3[CH2:18][CH2:17][CH2:16][CH:15]3[CH3:19])[CH2:9]2)[CH:5]=[CH:4][C:3]=1[NH:20][C:30](=[O:31])[C:29]1[CH:33]=[CH:34][C:26]([N:21]2[CH:22]=[CH:23][CH:24]=[CH:25]2)=[N:27][CH:28]=1, predict the reactants needed to synthesize it. The reactants are: [CH3:1][C:2]1[CH:7]=[C:6]([N:8]2[CH2:12][CH2:11][CH:10]([CH2:13][N:14]3[CH2:18][CH2:17][CH2:16][CH:15]3[CH3:19])[CH2:9]2)[CH:5]=[CH:4][C:3]=1[NH2:20].[N:21]1([C:26]2[CH:34]=[CH:33][C:29]([C:30](O)=[O:31])=[CH:28][N:27]=2)[CH:25]=[CH:24][CH:23]=[CH:22]1. (4) Given the product [Cl:37][C:21]1[C:22]([NH:24][C:25]2[CH:30]=[CH:29][CH:28]=[CH:27][C:26]=2[S:31]([N:34]([CH3:36])[CH3:35])(=[O:33])=[O:32])=[N:23][C:18]([NH:1][C:2]2[CH:16]=[CH:15][C:5]3[N:6]([CH3:14])[C:7](=[O:13])[CH2:8][CH2:9][C:10]([CH3:12])([CH3:11])[C:4]=3[CH:3]=2)=[N:19][CH:20]=1, predict the reactants needed to synthesize it. The reactants are: [NH2:1][C:2]1[CH:16]=[CH:15][C:5]2[N:6]([CH3:14])[C:7](=[O:13])[CH2:8][CH2:9][C:10]([CH3:12])([CH3:11])[C:4]=2[CH:3]=1.Cl[C:18]1[N:23]=[C:22]([NH:24][C:25]2[CH:30]=[CH:29][CH:28]=[CH:27][C:26]=2[S:31]([N:34]([CH3:36])[CH3:35])(=[O:33])=[O:32])[C:21]([Cl:37])=[CH:20][N:19]=1. (5) Given the product [F:24][C:2]([F:1])([F:23])[O:3][C:4]1[CH:22]=[CH:21][C:7]([O:8][CH:9]2[CH2:13][CH2:12][NH:11][CH2:10]2)=[CH:6][CH:5]=1, predict the reactants needed to synthesize it. The reactants are: [F:1][C:2]([F:24])([F:23])[O:3][C:4]1[CH:22]=[CH:21][C:7]([O:8][CH:9]2[CH2:13][CH2:12][N:11](C(OC(C)(C)C)=O)[CH2:10]2)=[CH:6][CH:5]=1.C(O)(C(F)(F)F)=O. (6) Given the product [CH3:34][C:31]1[CH:30]=[CH:29][C:28](/[CH:27]=[CH:26]/[C:23]2[O:24][CH:25]=[C:21]([CH2:20][O:16][C:13]3[CH:12]=[CH:11][C:10]([CH2:9][CH2:8][CH2:7][CH2:6][N:1]4[CH:5]=[CH:4][N:3]=[N:2]4)=[CH:15][CH:14]=3)[N:22]=2)=[CH:33][CH:32]=1, predict the reactants needed to synthesize it. The reactants are: [N:1]1([CH2:6][CH2:7][CH2:8][CH2:9][C:10]2[CH:15]=[CH:14][C:13]([OH:16])=[CH:12][CH:11]=2)[CH:5]=[CH:4][N:3]=[N:2]1.[H-].[Na+].Cl[CH2:20][C:21]1[N:22]=[C:23](/[CH:26]=[CH:27]/[C:28]2[CH:33]=[CH:32][C:31]([CH3:34])=[CH:30][CH:29]=2)[O:24][CH:25]=1.O. (7) Given the product [CH2:13]([O:6][C:5]1[C:7]([Cl:9])=[CH:8][C:2]([Cl:1])=[C:3]([OH:10])[CH:4]=1)[CH:12]=[CH2:11], predict the reactants needed to synthesize it. The reactants are: [Cl:1][C:2]1[CH:8]=[C:7]([Cl:9])[C:5]([OH:6])=[CH:4][C:3]=1[OH:10].[CH2:11](Br)[CH:12]=[CH2:13].C(=O)([O-])[O-].[K+].[K+]. (8) Given the product [CH2:40]([O:39][C:37]([N:14]1[CH:15]([CH2:17][CH3:18])[CH2:16][CH:11]([NH:10][C:9]([O:8][CH2:1][C:2]2[CH:3]=[CH:4][CH:5]=[CH:6][CH:7]=2)=[O:24])[C:12]2[C:21]([CH3:22])=[N:20][N:19]([CH3:23])[C:13]1=2)=[O:38])[CH3:41], predict the reactants needed to synthesize it. The reactants are: [CH2:1]([O:8][C:9](=[O:24])[NH:10][CH:11]1[CH2:16][CH:15]([CH2:17][CH3:18])[NH:14][C:13]2[N:19]([CH3:23])[N:20]=[C:21]([CH3:22])[C:12]1=2)[C:2]1[CH:7]=[CH:6][CH:5]=[CH:4][CH:3]=1.C1COCC1.C(=O)([O-])[O-].[K+].[K+].Cl[C:37]([O:39][CH2:40][CH3:41])=[O:38]. (9) Given the product [Br:22][C:23]1[C:24]([C:14]2[S:13][C:17]3=[CH:18][N:19]=[CH:20][CH:21]=[C:16]3[CH:15]=2)=[N:25][C:26]([Cl:29])=[N:27][CH:28]=1, predict the reactants needed to synthesize it. The reactants are: C(NC(C)C)(C)C.[Li]CCCC.[S:13]1[C:17]2=[CH:18][N:19]=[CH:20][CH:21]=[C:16]2[CH:15]=[CH:14]1.[Br:22][C:23]1[CH:24]=[N:25][C:26]([Cl:29])=[N:27][CH:28]=1.ClC1C(=O)C(C#N)=C(C#N)C(=O)C=1Cl.